Dataset: Full USPTO retrosynthesis dataset with 1.9M reactions from patents (1976-2016). Task: Predict the reactants needed to synthesize the given product. (1) Given the product [Cl:38][C:33]1[CH:32]=[C:31]([CH2:30][C:29]([N:28]([C@@H:20]([C:16]2[CH:17]=[CH:18][CH:19]=[C:14]([NH:13][C:2](=[O:4])[NH:74][CH2:73][CH2:72][O:71][CH2:70][CH2:69][O:68][CH2:67][CH2:66][O:65][CH2:64][CH2:63][O:62][CH2:61][CH2:60][O:59][CH2:58][CH2:57][O:56][CH2:55][CH2:54][O:53][CH3:52])[CH:15]=2)[CH2:21][N:22]2[CH2:26][CH2:25][C@@H:24]([OH:27])[CH2:23]2)[CH3:40])=[O:39])[CH:36]=[CH:35][C:34]=1[Cl:37], predict the reactants needed to synthesize it. The reactants are: Cl[C:2](Cl)([O:4]C(=O)OC(Cl)(Cl)Cl)Cl.[NH2:13][C:14]1[CH:15]=[C:16]([C@H:20]([N:28]([CH3:40])[C:29](=[O:39])[CH2:30][C:31]2[CH:36]=[CH:35][C:34]([Cl:37])=[C:33]([Cl:38])[CH:32]=2)[CH2:21][N:22]2[CH2:26][CH2:25][C@@H:24]([OH:27])[CH2:23]2)[CH:17]=[CH:18][CH:19]=1.C(N(CC)CC)C.ClC(Cl)C.[CH3:52][O:53][CH2:54][CH2:55][O:56][CH2:57][CH2:58][O:59][CH2:60][CH2:61][O:62][CH2:63][CH2:64][O:65][CH2:66][CH2:67][O:68][CH2:69][CH2:70][O:71][CH2:72][CH2:73][NH2:74]. (2) Given the product [F:26][C:25]1[CH:24]=[CH:23][C:10]([CH2:11][C:12]2[C:21]3[C:16](=[CH:17][CH:18]=[CH:19][CH:20]=3)[C:15](=[O:22])[NH:14][N:13]=2)=[CH:9][C:8]=1[C:6]([N:4]1[CH2:3][CH:2]([NH:1][CH:6]([CH:8]([CH3:9])[CH3:25])[C:31]#[N:32])[CH2:5]1)=[O:7], predict the reactants needed to synthesize it. The reactants are: [NH2:1][CH:2]1[CH2:5][N:4]([C:6]([C:8]2[CH:9]=[C:10]([CH:23]=[CH:24][C:25]=2[F:26])[CH2:11][C:12]2[C:21]3[C:16](=[CH:17][CH:18]=[CH:19][CH:20]=3)[C:15](=[O:22])[NH:14][N:13]=2)=[O:7])[CH2:3]1.C[Si]([C:31]#[N:32])(C)C.